Dataset: Full USPTO retrosynthesis dataset with 1.9M reactions from patents (1976-2016). Task: Predict the reactants needed to synthesize the given product. (1) Given the product [Cl:1][C:2]1[CH:3]=[C:4]2[C:9](=[CH:10][CH:11]=1)[NH:8][CH:7]([C:12]1[CH:13]=[C:14]([NH:18][S:27]([C:21]3[CH:26]=[CH:25][CH:24]=[CH:23][CH:22]=3)(=[O:29])=[O:28])[CH:15]=[CH:16][CH:17]=1)[CH2:6][C:5]2([CH3:20])[CH3:19], predict the reactants needed to synthesize it. The reactants are: [Cl:1][C:2]1[CH:3]=[C:4]2[C:9](=[CH:10][CH:11]=1)[NH:8][CH:7]([C:12]1[CH:13]=[C:14]([NH2:18])[CH:15]=[CH:16][CH:17]=1)[CH2:6][C:5]2([CH3:20])[CH3:19].[C:21]1([S:27](Cl)(=[O:29])=[O:28])[CH:26]=[CH:25][CH:24]=[CH:23][CH:22]=1. (2) Given the product [CH3:23][O:21][C:20](=[O:22])[CH2:19][NH:18][C:10]1[CH:11]=[C:12]2[C:16](=[CH:17][C:9]=1[O:8][CH2:1][C:2]1[CH:3]=[CH:4][CH:5]=[CH:6][CH:7]=1)[CH2:15][CH2:14][CH2:13]2, predict the reactants needed to synthesize it. The reactants are: [CH2:1]([O:8][C:9]1[CH:17]=[C:16]2[C:12]([CH2:13][CH2:14][CH2:15]2)=[CH:11][C:10]=1[NH2:18])[C:2]1[CH:7]=[CH:6][CH:5]=[CH:4][CH:3]=1.[CH3:19][C:20]([OH:22])=[O:21].[C:23](O[BH-](OC(=O)C)OC(=O)C)(=O)C.[Na+]. (3) Given the product [CH2:1]([O:3][C:4]([C:6]1([C:9]2[CH:14]=[CH:13][C:12]([C:15]3[CH:20]=[CH:19][C:18]([C:21]4[O:25][N:24]=[C:23]([CH3:26])[C:22]=4[NH:27][C:28]4[CH:33]=[CH:32][CH:31]=[C:30]([C:40]5[CH:39]=[N:38][C:37]([O:36][CH3:35])=[CH:42][CH:41]=5)[CH:29]=4)=[CH:17][CH:16]=3)=[CH:11][CH:10]=2)[CH2:8][CH2:7]1)=[O:5])[CH3:2], predict the reactants needed to synthesize it. The reactants are: [CH2:1]([O:3][C:4]([C:6]1([C:9]2[CH:14]=[CH:13][C:12]([C:15]3[CH:20]=[CH:19][C:18]([C:21]4[O:25][N:24]=[C:23]([CH3:26])[C:22]=4[NH:27][C:28]4[CH:33]=[CH:32][CH:31]=[C:30](Br)[CH:29]=4)=[CH:17][CH:16]=3)=[CH:11][CH:10]=2)[CH2:8][CH2:7]1)=[O:5])[CH3:2].[CH3:35][O:36][C:37]1[CH:42]=[CH:41][C:40](B(O)O)=[CH:39][N:38]=1. (4) Given the product [C:32]([O:36][C@@H:37]([C:43]1[C:44]([C:56]2[CH:61]=[CH:60][C:59]([Cl:62])=[CH:58][CH:57]=2)=[C:45]2[C:50](=[CH:51][C:52]=1[CH3:53])[N:49]=[C:48]([C:54]([OH:5])=[O:55])[CH:47]=[CH:46]2)[C:38]([O:40][CH2:41][CH3:42])=[O:39])([CH3:33])([CH3:34])[CH3:35], predict the reactants needed to synthesize it. The reactants are: C([O:5][C@@H](C1C(C2C=CC(Cl)=CC=2)=C2C(=CC=1C)N=C(CN(C)C)C=C2)C(O)=O)(C)(C)C.[C:32]([O:36][C@@H:37]([C:43]1[C:44]([C:56]2[CH:61]=[CH:60][C:59]([Cl:62])=[CH:58][CH:57]=2)=[C:45]2[C:50](=[CH:51][C:52]=1[CH3:53])[N:49]=[C:48]([CH2:54][OH:55])[CH:47]=[CH:46]2)[C:38]([O:40][CH2:41][CH3:42])=[O:39])([CH3:35])([CH3:34])[CH3:33]. (5) Given the product [CH2:4]1[CH2:5][CH:1]([CH2:6][O:7][CH2:10][C:11]([C:13]2[CH:18]=[CH:17][CH:16]=[CH:15][CH:14]=2)=[O:12])[CH2:2][CH2:3]1, predict the reactants needed to synthesize it. The reactants are: [CH:1]1([CH2:6][OH:7])[CH2:5][CH2:4][CH2:3][CH2:2]1.[H-].[Na+].[CH3:10][C:11]([C:13]1[CH:18]=[CH:17][C:16](F)=[CH:15][CH:14]=1)=[O:12].CCCCCCC.C(OCC)(=O)C.